Dataset: Forward reaction prediction with 1.9M reactions from USPTO patents (1976-2016). Task: Predict the product of the given reaction. (1) Given the reactants [Cl:1][C:2]1[CH:7]=[CH:6][C:5]([N:8]2[CH:12]=[C:11]([C:13]([OH:15])=O)[N:10]=[C:9]2[CH2:16][CH2:17][CH3:18])=[CH:4][CH:3]=1.[Li].Cl.Cl.[NH2:22][CH2:23][CH:24]([OH:40])[CH2:25][N:26]1[CH2:31][CH2:30][N:29]([C:32]2[CH:37]=[CH:36][CH:35]=[C:34]([Cl:38])[C:33]=2[Cl:39])[CH2:28][CH2:27]1.CCN=C=NCCCN(C)C.C1C=CC2N(O)N=NC=2C=1.CN1CCOCC1, predict the reaction product. The product is: [Cl:1][C:2]1[CH:3]=[CH:4][C:5]([N:8]2[CH:12]=[C:11]([C:13]([NH:22][CH2:23][CH:24]([OH:40])[CH2:25][N:26]3[CH2:27][CH2:28][N:29]([C:32]4[CH:37]=[CH:36][CH:35]=[C:34]([Cl:38])[C:33]=4[Cl:39])[CH2:30][CH2:31]3)=[O:15])[N:10]=[C:9]2[CH2:16][CH2:17][CH3:18])=[CH:6][CH:7]=1. (2) The product is: [Cl:3][C:4]1[CH:29]=[CH:28][C:27]([Cl:30])=[CH:26][C:5]=1[O:6][C:7]1[C:12]([C:13]([OH:15])=[O:14])=[CH:11][N:10]=[C:9]([C:18]2[CH:23]=[CH:22][C:21]([CH3:24])=[C:20]([F:25])[CH:19]=2)[N:8]=1. Given the reactants [OH-].[Na+].[Cl:3][C:4]1[CH:29]=[CH:28][C:27]([Cl:30])=[CH:26][C:5]=1[O:6][C:7]1[C:12]([C:13]([O:15]CC)=[O:14])=[CH:11][N:10]=[C:9]([C:18]2[CH:23]=[CH:22][C:21]([CH3:24])=[C:20]([F:25])[CH:19]=2)[N:8]=1, predict the reaction product. (3) Given the reactants [H-].COCCO[Al+]OCCOC.[Na+].[H-].N1CCCC1.CC(C)([O-])C.C[O:26][C:27](=O)[C:28]1[CH:33]=[CH:32][C:31]([N:34]2[CH:38]=[C:37]([CH3:39])[N:36]=[CH:35]2)=[C:30]([O:40][CH3:41])[CH:29]=1.[OH-].[Na+], predict the reaction product. The product is: [CH3:41][O:40][C:30]1[CH:29]=[C:28]([CH:33]=[CH:32][C:31]=1[N:34]1[CH:38]=[C:37]([CH3:39])[N:36]=[CH:35]1)[CH:27]=[O:26]. (4) Given the reactants [F:1][C:2]([F:20])([F:19])[C:3](O)=[CH:4][C:5]([C:7]1[CH:17]=[CH:16][C:10]2[O:11][CH2:12][C:13](=[O:15])[NH:14][C:9]=2[CH:8]=1)=O.[N:21]1[CH:26]=[CH:25][CH:24]=[CH:23][C:22]=1[NH:27][NH2:28], predict the reaction product. The product is: [N:21]1[CH:26]=[CH:25][CH:24]=[CH:23][C:22]=1[N:27]1[C:5]([C:7]2[CH:17]=[CH:16][C:10]3[O:11][CH2:12][C:13](=[O:15])[NH:14][C:9]=3[CH:8]=2)=[CH:4][C:3]([C:2]([F:20])([F:19])[F:1])=[N:28]1. (5) Given the reactants Cl[CH2:2][C:3]1[O:4][C:5]2[C:6](=[C:8]([C:12]([O:14][CH3:15])=[O:13])[CH:9]=[CH:10][CH:11]=2)[N:7]=1.[NH:16]1[CH2:21][CH2:20][O:19][CH2:18][CH2:17]1, predict the reaction product. The product is: [O:19]1[CH2:20][CH2:21][N:16]([CH2:2][C:3]2[O:4][C:5]3[C:6](=[C:8]([C:12]([O:14][CH3:15])=[O:13])[CH:9]=[CH:10][CH:11]=3)[N:7]=2)[CH2:17][CH2:18]1.